From a dataset of Catalyst prediction with 721,799 reactions and 888 catalyst types from USPTO. Predict which catalyst facilitates the given reaction. (1) Reactant: [Br:1][C:2]1[CH:3]=[CH:4][C:5]([O:22][CH3:23])=[C:6]([S:8]([NH:11][C:12]2[CH:17]=[CH:16][C:15]([F:18])=[CH:14][C:13]=2[N+:19]([O-])=O)(=[O:10])=[O:9])[CH:7]=1.[Sn](Cl)Cl.[OH-].[Na+]. Product: [Br:1][C:2]1[CH:3]=[CH:4][C:5]([O:22][CH3:23])=[C:6]([S:8]([NH:11][C:12]2[CH:17]=[CH:16][C:15]([F:18])=[CH:14][C:13]=2[NH2:19])(=[O:10])=[O:9])[CH:7]=1. The catalyst class is: 14. (2) Reactant: [O:1]1[CH:5]=[CH:4][CH:3]=[C:2]1[C:6]1[CH:30]=[CH:29][C:9]2[C:10]3[CH:16]=[C:15]([S:17]([NH:20][C@H:21]([CH:26]([CH3:28])[CH3:27])[C:22]([O:24]C)=[O:23])(=[O:19])=[O:18])[CH:14]=[CH:13][C:11]=3[O:12][C:8]=2[CH:7]=1.[OH-].[Li+]. Product: [O:1]1[CH:5]=[CH:4][CH:3]=[C:2]1[C:6]1[CH:30]=[CH:29][C:9]2[C:10]3[CH:16]=[C:15]([S:17]([NH:20][C@H:21]([CH:26]([CH3:27])[CH3:28])[C:22]([OH:24])=[O:23])(=[O:18])=[O:19])[CH:14]=[CH:13][C:11]=3[O:12][C:8]=2[CH:7]=1. The catalyst class is: 87. (3) Reactant: [N+:1]([C:4]1[CH:5]=[C:6]2[C:10](=[CH:11][CH:12]=1)[NH:9][CH:8]=[CH:7]2)([O-:3])=[O:2].[C:13](O[C:13]([O:15][C:16]([CH3:19])([CH3:18])[CH3:17])=[O:14])([O:15][C:16]([CH3:19])([CH3:18])[CH3:17])=[O:14]. Product: [C:16]([O:15][C:13]([N:9]1[C:10]2[C:6](=[CH:5][C:4]([N+:1]([O-:3])=[O:2])=[CH:12][CH:11]=2)[CH:7]=[CH:8]1)=[O:14])([CH3:19])([CH3:18])[CH3:17]. The catalyst class is: 251. (4) Reactant: [NH2:1][CH2:2][C:3]1[CH:8]=[CH:7][C:6]([CH:9]([CH3:31])[C:10]([NH:12][CH2:13][C:14]2[C:15]([C:24]3[CH:25]=[C:26]([CH3:30])[CH:27]=[CH:28][CH:29]=3)=[N:16][C:17]([C:20]([F:23])([F:22])[F:21])=[CH:18][CH:19]=2)=[O:11])=[CH:5][C:4]=1[O:32][CH3:33].[CH3:34][S:35](Cl)(=[O:37])=[O:36]. Product: [CH3:33][O:32][C:4]1[CH:5]=[C:6]([CH:9]([CH3:31])[C:10]([NH:12][CH2:13][C:14]2[C:15]([C:24]3[CH:25]=[C:26]([CH3:30])[CH:27]=[CH:28][CH:29]=3)=[N:16][C:17]([C:20]([F:21])([F:22])[F:23])=[CH:18][CH:19]=2)=[O:11])[CH:7]=[CH:8][C:3]=1[CH2:2][NH:1][S:35]([CH3:34])(=[O:37])=[O:36]. The catalyst class is: 529. (5) The catalyst class is: 3. Reactant: CS(O[C@@H:6]1[C@@H:11]([CH3:12])[CH2:10][N:9]([C:13]2[CH:18]=[CH:17][N:16]=[CH:15][C:14]=2[NH:19]C(OC(C)(C)C)=O)[CH2:8][C@H:7]1[NH:27][C:28]([O:30][C:31]([CH3:34])([CH3:33])[CH3:32])=[O:29])(=O)=O.[NH:35]1[CH:39]=[N:38][CH:37]=[N:36]1.C([O-])([O-])=O.[Cs+].[Cs+]. Product: [NH2:19][C:14]1[CH:15]=[N:16][CH:17]=[CH:18][C:13]=1[N:9]1[CH2:10][C@H:11]([CH3:12])[C@H:6]([N:35]2[CH:39]=[N:38][CH:37]=[N:36]2)[C@H:7]([NH:27][C:28](=[O:29])[O:30][C:31]([CH3:32])([CH3:33])[CH3:34])[CH2:8]1. (6) Reactant: [O:1]=[C:2]1[C:6]2[CH:7]=[CH:8][C:9]([CH2:11][NH:12][CH:13]3[CH2:18][CH2:17][N:16](C(OC(C)(C)C)=O)[CH2:15][CH2:14]3)=[CH:10][C:5]=2[CH2:4][O:3]1.[ClH:26]. Product: [Cl-:26].[O:1]=[C:2]1[C:6]2[CH:7]=[CH:8][C:9]([CH2:11][NH:12][CH:13]3[CH2:14][CH2:15][NH2+:16][CH2:17][CH2:18]3)=[CH:10][C:5]=2[CH2:4][O:3]1. The catalyst class is: 169. (7) Reactant: CCN(C(C)C)C(C)C.[C:10]([C:12]1[C:13]([N:25]2[CH2:30][CH2:29][CH:28]([C:31](O)=[O:32])[CH2:27][CH2:26]2)=[N:14][C:15]([O:23][CH3:24])=[C:16]([C:18]([O:20][CH2:21][CH3:22])=[O:19])[CH:17]=1)#[N:11].[C:34]1([S:40]([NH2:43])(=[O:42])=[O:41])[CH:39]=[CH:38][CH:37]=[CH:36][CH:35]=1.C1CN([P+](Br)(N2CCCC2)N2CCCC2)CC1.F[P-](F)(F)(F)(F)F. Product: [CH2:21]([O:20][C:18](=[O:19])[C:16]1[CH:17]=[C:12]([C:10]#[N:11])[C:13]([N:25]2[CH2:30][CH2:29][CH:28]([C:31](=[O:32])[NH:43][S:40]([C:34]3[CH:39]=[CH:38][CH:37]=[CH:36][CH:35]=3)(=[O:42])=[O:41])[CH2:27][CH2:26]2)=[N:14][C:15]=1[O:23][CH3:24])[CH3:22]. The catalyst class is: 2.